From a dataset of Reaction yield outcomes from USPTO patents with 853,638 reactions. Predict the reaction yield, written as a fraction of the theoretical maximum amount of product (1.0 means a 100% yield; for example, 0.34 means a 34% yield). (1) The reactants are [CH2:1]([O:8][CH2:9][C:10]1[C@@H:14]([O:15][Si:16]([C:19]([CH3:22])([CH3:21])[CH3:20])([CH3:18])[CH3:17])[CH2:13][C@@H:12]([OH:23])[CH:11]=1)[C:2]1[CH:7]=[CH:6][CH:5]=[CH:4][CH:3]=1.C(=O)([O-])[O-].[Na+].[Na+].CCOC(C)=O. The catalyst is [Pd]. The product is [CH2:1]([O:8][CH2:9][C@H:10]1[C@@H:14]([O:15][Si:16]([C:19]([CH3:21])([CH3:20])[CH3:22])([CH3:18])[CH3:17])[CH2:13][C@@H:12]([OH:23])[CH2:11]1)[C:2]1[CH:7]=[CH:6][CH:5]=[CH:4][CH:3]=1. The yield is 0.980. (2) The reactants are BrC1[CH:3]=[C:4]([CH2:8][NH2:9])C=CC=1.[CH3:10][Li].[C:12]([Li])([CH3:15])([CH3:14])C.[B:17](OC)([O:20]C)[O:18]C.Cl. The catalyst is O1CCCC1. The product is [CH3:10][NH:9][C:8]1[CH:4]=[C:3]([B:17]([OH:20])[OH:18])[CH:15]=[CH:12][CH:14]=1. The yield is 0.400. (3) The reactants are [NH2:1][C:2]1[CH:7]=[C:6]([N+:8]([O-:10])=[O:9])[CH:5]=[CH:4][C:3]=1[OH:11].[C:12]1([CH2:18][C:19](Cl)=O)[CH:17]=[CH:16][CH:15]=[CH:14][CH:13]=1.[OH-].[Na+]. The yield is 0.330. The product is [CH2:18]([C:19]1[O:11][C:3]2[CH:4]=[CH:5][C:6]([N+:8]([O-:10])=[O:9])=[CH:7][C:2]=2[N:1]=1)[C:12]1[CH:17]=[CH:16][CH:15]=[CH:14][CH:13]=1. The catalyst is O1CCOCC1. (4) The reactants are [CH3:1][O:2][C:3]1[CH:8]=[CH:7][CH:6]=[CH:5][C:4]=1[C:9]1[N:17]2[C:12]([CH:13]=[N:14][C:15]([NH:18][C:19]3[CH:24]=[CH:23][C:22]([CH:25]4[CH2:30][CH2:29][NH:28][CH2:27][CH2:26]4)=[CH:21][C:20]=3[O:31][CH3:32])=[N:16]2)=[CH:11][CH:10]=1.[CH2:33]1[O:36][C@@H:34]1[CH3:35]. The product is [CH3:32][O:31][C:20]1[CH:21]=[C:22]([CH:25]2[CH2:30][CH2:29][N:28]([CH2:33][C@H:34]([OH:36])[CH3:35])[CH2:27][CH2:26]2)[CH:23]=[CH:24][C:19]=1[NH:18][C:15]1[N:14]=[CH:13][C:12]2=[CH:11][CH:10]=[C:9]([C:4]3[CH:5]=[CH:6][CH:7]=[CH:8][C:3]=3[O:2][CH3:1])[N:17]2[N:16]=1. The catalyst is O1CCCC1. The yield is 0.490. (5) The reactants are [O-]P([O-])([O-])=O.[K+].[K+].[K+].CNCCNC.I[C:16]1[CH:17]=[C:18]([CH:21]=[CH:22][CH:23]=1)[CH2:19][OH:20].[NH:24]1[CH2:28][CH2:27][CH2:26][C:25]1=[O:29]. The catalyst is [Cu]I.C1(C)C=CC=CC=1. The product is [OH:20][CH2:19][C:18]1[CH:17]=[C:16]([N:24]2[CH2:28][CH2:27][CH2:26][C:25]2=[O:29])[CH:23]=[CH:22][CH:21]=1. The yield is 0.930.